Dataset: Drug-target binding data from BindingDB using IC50 measurements. Task: Regression. Given a target protein amino acid sequence and a drug SMILES string, predict the binding affinity score between them. We predict pIC50 (pIC50 = -log10(IC50 in M); higher means more potent). Dataset: bindingdb_ic50. The small molecule is O=C(O)c1ccc(-n2[se]c3ccccc3c2=O)cc1. The target protein (P0A9P4) has sequence MGTTKHSKLLILGSGPAGYTAAVYAARANLQPVLITGMEKGGQLTTTTEVENWPGDPNDLTGPLLMERMHEHATKFETEIIFDHINKVDLQNRPFRLNGDNGEYTCDALIIATGASARYLGLPSEEAFKGRGVSACATCDGFFYRNQKVAVIGGGNTAVEEALYLSNIASEVHLIHRRDGFRAEKILIKRLMDKVENGNIILHTNRTLEEVTGDQMGVTGVRLRDTQNSDNIESLDVAGLFVAIGHSPNTAIFEGQLELENGYIKVQSGIHGNATQTSIPGVFAAGDVMDHIYRQAITSAGTGCMAALDAERYLDGLADAK. The pIC50 is 5.8.